From a dataset of Forward reaction prediction with 1.9M reactions from USPTO patents (1976-2016). Predict the product of the given reaction. Given the reactants [CH2:1]([C:3]1[CH:8]=[CH:7][C:6]([C:9]2[N:14]=[C:13]([N:15]([CH3:35])[CH2:16][CH2:17][CH2:18][O:19][C:20]3[CH:21]=[C:22]4[C:26](=[CH:27][CH:28]=3)[C@H:25]([CH2:29][C:30]([O:32]CC)=[O:31])[CH2:24][CH2:23]4)[C:12]([CH3:36])=[CH:11][N:10]=2)=[CH:5][CH:4]=1)[CH3:2].O.[Li+].[OH-].Cl, predict the reaction product. The product is: [CH2:1]([C:3]1[CH:4]=[CH:5][C:6]([C:9]2[N:14]=[C:13]([N:15]([CH3:35])[CH2:16][CH2:17][CH2:18][O:19][C:20]3[CH:21]=[C:22]4[C:26](=[CH:27][CH:28]=3)[C@H:25]([CH2:29][C:30]([OH:32])=[O:31])[CH2:24][CH2:23]4)[C:12]([CH3:36])=[CH:11][N:10]=2)=[CH:7][CH:8]=1)[CH3:2].